From a dataset of Catalyst prediction with 721,799 reactions and 888 catalyst types from USPTO. Predict which catalyst facilitates the given reaction. (1) Reactant: [CH:1]1([NH:4][C:5]2[C:14]([N+:15]([O-])=O)=[CH:13][CH:12]=[CH:11][C:6]=2[C:7]([NH:9][CH3:10])=[O:8])[CH2:3][CH2:2]1. Product: [NH2:15][C:14]1[C:5]([NH:4][CH:1]2[CH2:3][CH2:2]2)=[C:6]([CH:11]=[CH:12][CH:13]=1)[C:7]([NH:9][CH3:10])=[O:8]. The catalyst class is: 19. (2) Reactant: [OH-].[Na+].[N+](C1C=CC(C([O:12][C@H:13]2[CH2:17][C@H:16]([C:18](=[O:33])[NH:19][C:20]3[CH:25]=[CH:24][C:23]([N:26]4[CH2:31][CH2:30][O:29][CH2:28][C:27]4=[O:32])=[CH:22][CH:21]=3)[N:15]([C:34](=[O:43])[NH:35][C:36]3[CH:41]=[CH:40][C:39]([Cl:42])=[CH:38][CH:37]=3)[CH2:14]2)=O)=CC=1)([O-])=O. Product: [Cl:42][C:39]1[CH:40]=[CH:41][C:36]([NH:35][C:34]([N:15]2[CH2:14][C@@H:13]([OH:12])[CH2:17][C@@H:16]2[C:18]([NH:19][C:20]2[CH:25]=[CH:24][C:23]([N:26]3[CH2:31][CH2:30][O:29][CH2:28][C:27]3=[O:32])=[CH:22][CH:21]=2)=[O:33])=[O:43])=[CH:37][CH:38]=1. The catalyst class is: 5.